From a dataset of NCI-60 drug combinations with 297,098 pairs across 59 cell lines. Regression. Given two drug SMILES strings and cell line genomic features, predict the synergy score measuring deviation from expected non-interaction effect. (1) Drug 1: CC1=C2C(C(=O)C3(C(CC4C(C3C(C(C2(C)C)(CC1OC(=O)C(C(C5=CC=CC=C5)NC(=O)C6=CC=CC=C6)O)O)OC(=O)C7=CC=CC=C7)(CO4)OC(=O)C)O)C)OC(=O)C. Drug 2: C(=O)(N)NO. Cell line: MDA-MB-435. Synergy scores: CSS=27.3, Synergy_ZIP=0.210, Synergy_Bliss=-0.123, Synergy_Loewe=-59.2, Synergy_HSA=-0.967. (2) Drug 1: C1CN1P(=S)(N2CC2)N3CC3. Drug 2: CC(C)CN1C=NC2=C1C3=CC=CC=C3N=C2N. Cell line: COLO 205. Synergy scores: CSS=25.7, Synergy_ZIP=-1.93, Synergy_Bliss=3.20, Synergy_Loewe=4.63, Synergy_HSA=3.66. (3) Drug 1: CN1C(=O)N2C=NC(=C2N=N1)C(=O)N. Drug 2: C1=NC(=NC(=O)N1C2C(C(C(O2)CO)O)O)N. Cell line: HT29. Synergy scores: CSS=19.4, Synergy_ZIP=2.85, Synergy_Bliss=5.44, Synergy_Loewe=-9.32, Synergy_HSA=3.26. (4) Drug 1: CCN(CC)CCCC(C)NC1=C2C=C(C=CC2=NC3=C1C=CC(=C3)Cl)OC. Drug 2: CC1C(C(CC(O1)OC2CC(CC3=C2C(=C4C(=C3O)C(=O)C5=C(C4=O)C(=CC=C5)OC)O)(C(=O)CO)O)N)O.Cl. Cell line: OVCAR-8. Synergy scores: CSS=38.9, Synergy_ZIP=-5.59, Synergy_Bliss=-5.66, Synergy_Loewe=-6.68, Synergy_HSA=-3.51. (5) Drug 1: CC1=C2C(C(=O)C3(C(CC4C(C3C(C(C2(C)C)(CC1OC(=O)C(C(C5=CC=CC=C5)NC(=O)C6=CC=CC=C6)O)O)OC(=O)C7=CC=CC=C7)(CO4)OC(=O)C)O)C)OC(=O)C. Drug 2: COC1=C2C(=CC3=C1OC=C3)C=CC(=O)O2. Cell line: SK-OV-3. Synergy scores: CSS=30.5, Synergy_ZIP=0.205, Synergy_Bliss=-1.81, Synergy_Loewe=-32.2, Synergy_HSA=-2.53. (6) Drug 1: C1CC(C1)(C(=O)O)C(=O)O.[NH2-].[NH2-].[Pt+2]. Drug 2: CC=C1C(=O)NC(C(=O)OC2CC(=O)NC(C(=O)NC(CSSCCC=C2)C(=O)N1)C(C)C)C(C)C. Cell line: SF-539. Synergy scores: CSS=55.6, Synergy_ZIP=3.45, Synergy_Bliss=9.82, Synergy_Loewe=-23.5, Synergy_HSA=6.11.